From a dataset of Full USPTO retrosynthesis dataset with 1.9M reactions from patents (1976-2016). Predict the reactants needed to synthesize the given product. (1) Given the product [CH2:40]([O:39][C:37]([CH2:11][NH:10][CH2:12][CH2:13][O:14][C:15]1[CH:20]=[CH:19][CH:18]=[CH:17][C:16]=1[C:21]1([NH:24][C:27]2[C:28](=[O:46])[N:29]([C:34]3[CH:35]=[C:36]([CH:41]=[C:42]([F:45])[C:43]=3[CH3:44])[C:37]([O:39][CH3:40])=[O:38])[CH:30]=[C:31]([Br:33])[N:32]=2)[CH2:22][CH2:23]1)=[O:38])[C:52]1[CH:51]=[CH:53][CH:35]=[CH:34][CH:43]=1, predict the reactants needed to synthesize it. The reactants are: C(OC(=O)[N:10]([CH2:12][CH2:13][O:14][C:15]1[CH:20]=[CH:19][CH:18]=[CH:17][C:16]=1[C:21]1([NH2:24])[CH2:23][CH2:22]1)[CH3:11])C1C=CC=CC=1.Br[C:27]1[C:28](=[O:46])[N:29]([C:34]2[CH:35]=[C:36]([CH:41]=[C:42]([F:45])[C:43]=2[CH3:44])[C:37]([O:39][CH3:40])=[O:38])[CH:30]=[C:31]([Br:33])[N:32]=1.C(N(CC)[CH:51]([CH3:53])[CH3:52])(C)C. (2) Given the product [CH3:1][C:2]1([CH3:18])[C:4]([CH3:5])([CH3:6])[CH:3]1[C:7]([NH:9][C:10]1[CH:11]=[CH:12][C:13]([C:14]#[N:15])=[CH:16][CH:17]=1)=[O:8], predict the reactants needed to synthesize it. The reactants are: [CH3:1][C:2]1([CH3:18])[C:4]([CH3:6])([CH3:5])[CH:3]1[C:7]([NH:9][C:10]1[CH:17]=[CH:16][C:13]([CH2:14][NH2:15])=[CH:12][CH:11]=1)=[O:8].Cl.C(OC(NCC1C=CC(NC(C2C(C)(C)C2(C)C)=O)=CC=1)=O)(C)(C)C.C(Cl)Cl. (3) Given the product [C:19]1([C@@H:16]([NH:15][C:5]([C:4]2[C:13]3[C:8](=[CH:9][CH:10]=[CH:11][CH:12]=3)[C:7](=[O:14])[N:32]([NH:31][C:25]3[CH:30]=[CH:29][CH:28]=[CH:27][CH:26]=3)[C:1]=2[CH3:2])=[O:6])[CH2:17][CH3:18])[CH:20]=[CH:21][CH:22]=[CH:23][CH:24]=1, predict the reactants needed to synthesize it. The reactants are: [C:1]([C:4]1[C:13]2[C:8](=[CH:9][CH:10]=[CH:11][CH:12]=2)[C:7](=[O:14])[O:6][C:5]=1[NH:15][C@H:16]([C:19]1[CH:24]=[CH:23][CH:22]=[CH:21][CH:20]=1)[CH2:17][CH3:18])(=O)[CH3:2].[C:25]1([NH:31][NH2:32])[CH:30]=[CH:29][CH:28]=[CH:27][CH:26]=1.